Dataset: Catalyst prediction with 721,799 reactions and 888 catalyst types from USPTO. Task: Predict which catalyst facilitates the given reaction. (1) Reactant: [CH3:1][O:2][C:3]1[CH:4]=[C:5]2[C:9](=[CH:10][CH:11]=1)[N:8]([S:12]([C:15]1[CH:20]=[CH:19][C:18]([CH3:21])=[CH:17][CH:16]=1)(=[O:14])=[O:13])[CH:7]=[C:6]2[C:22]1[C:23]2[CH:30]=[C:29]([C:31]3[C:39]4[C:34](=[CH:35][CH:36]=[C:37]([O:40][CH3:41])[CH:38]=4)[NH:33][CH:32]=3)[N:28]([S:42]([C:45]3[CH:50]=[CH:49][C:48]([CH3:51])=[CH:47][CH:46]=3)(=[O:44])=[O:43])[C:24]=2[N:25]=[CH:26][N:27]=1.[H-].[Na+].[CH3:54]I. Product: [CH3:1][O:2][C:3]1[CH:4]=[C:5]2[C:9](=[CH:10][CH:11]=1)[N:8]([S:12]([C:15]1[CH:16]=[CH:17][C:18]([CH3:21])=[CH:19][CH:20]=1)(=[O:13])=[O:14])[CH:7]=[C:6]2[C:22]1[C:23]2[CH:30]=[C:29]([C:31]3[C:39]4[C:34](=[CH:35][CH:36]=[C:37]([O:40][CH3:41])[CH:38]=4)[N:33]([CH3:54])[CH:32]=3)[N:28]([S:42]([C:45]3[CH:46]=[CH:47][C:48]([CH3:51])=[CH:49][CH:50]=3)(=[O:44])=[O:43])[C:24]=2[N:25]=[CH:26][N:27]=1. The catalyst class is: 9. (2) Product: [C:13]([O:12][C:10]([N:7]1[CH2:8][CH2:9][C:6]1([CH3:17])[C:4]([OH:5])=[O:3])=[O:11])([CH3:16])([CH3:14])[CH3:15]. Reactant: CC[O:3][C:4]([C:6]1([CH3:17])[CH2:9][CH2:8][N:7]1[C:10]([O:12][C:13]([CH3:16])([CH3:15])[CH3:14])=[O:11])=[O:5].[OH-].[Na+]. The catalyst class is: 14. (3) Reactant: C1(S([N:10]2[C:18]3[C:13](=[CH:14][CH:15]=[C:16](C(F)(F)F)[CH:17]=3)[C:12]([C:23]3[CH:24]=[N:25][N:26]([C:28](OC(C)(C)C)=O)[CH:27]=3)=[CH:11]2)(=O)=O)C=CC=CC=1.[CH3:35][N:36]([C:38]([O:42]N1N=NC2C=CC=NC1=2)=[N+](C)C)C.[F:52][P-](F)(F)(F)(F)F.CCN(CC)CC.CN. Product: [F:52][C:16]1[CH:17]=[C:18]2[C:13]([C:12]([C:23]3[CH:24]=[N:25][N:26]([CH2:28][C:38]([NH:36][CH3:35])=[O:42])[CH:27]=3)=[CH:11][NH:10]2)=[CH:14][CH:15]=1. The catalyst class is: 20. (4) Reactant: [CH:1]1[C:6]2=[C:7]3[C:15](=[CH:16][CH:17]=[C:5]2[CH:4]=[CH:3][CH:2]=1)[C:14]1[C:9](=[CH:10][CH:11]=[CH:12][CH:13]=1)[NH:8]3.[H-].[Na+].Br[CH2:21][CH:22]([CH2:27][CH3:28])[CH2:23][CH2:24][CH2:25][CH3:26]. Product: [CH2:27]([CH:22]([CH2:23][CH2:24][CH2:25][CH3:26])[CH2:21][N:8]1[C:7]2[C:15](=[CH:16][CH:17]=[C:5]3[CH:4]=[CH:3][CH:2]=[CH:1][C:6]3=2)[C:14]2[C:9]1=[CH:10][CH:11]=[CH:12][CH:13]=2)[CH3:28]. The catalyst class is: 3.